This data is from Full USPTO retrosynthesis dataset with 1.9M reactions from patents (1976-2016). The task is: Predict the reactants needed to synthesize the given product. (1) Given the product [CH3:20][C:16]1([CH3:19])[CH2:15][C:14](=[O:21])[C:13]2[C:12]([C:22]([F:25])([F:24])[F:23])=[N:11][N:10]([C:8]3[CH:7]=[CH:6][C:3]([C:4]([NH2:5])=[O:30])=[C:2]([NH:32][CH:33]4[CH2:38][CH2:37][CH:36]([OH:39])[CH2:35][CH2:34]4)[CH:9]=3)[C:18]=2[CH2:17]1, predict the reactants needed to synthesize it. The reactants are: Br[C:2]1[CH:9]=[C:8]([N:10]2[C:18]3[CH2:17][C:16]([CH3:20])([CH3:19])[CH2:15][C:14](=[O:21])[C:13]=3[C:12]([C:22]([F:25])([F:24])[F:23])=[N:11]2)[CH:7]=[CH:6][C:3]=1[C:4]#[N:5].CC([O-:30])(C)C.[Na+].[NH2:32][C@H:33]1[CH2:38][CH2:37][C@H:36]([OH:39])[CH2:35][CH2:34]1.N1C=CC=N1.[OH-].[Na+].OO. (2) Given the product [ClH:1].[CH3:18][O:19][C:20]1[C:26]([O:27][CH3:28])=[CH:25][C:23]([NH:24][C:2]2[CH:7]=[C:6]([C:8]([F:11])([F:10])[F:9])[N:5]=[C:4]([C:12]3[CH:17]=[N:16][CH:15]=[CH:14][N:13]=3)[N:3]=2)=[C:22]([CH3:29])[CH:21]=1, predict the reactants needed to synthesize it. The reactants are: [Cl:1][C:2]1[CH:7]=[C:6]([C:8]([F:11])([F:10])[F:9])[N:5]=[C:4]([C:12]2[CH:17]=[N:16][CH:15]=[CH:14][N:13]=2)[N:3]=1.[CH3:18][O:19][C:20]1[C:26]([O:27][CH3:28])=[CH:25][C:23]([NH2:24])=[C:22]([CH3:29])[CH:21]=1. (3) Given the product [OH:27][CH2:26][CH2:25][CH2:24][CH2:23][CH2:22][NH:21][C:18]([C:4]1[NH:5][C:6]([CH:7]=[C:8]2[C:16]3[C:11](=[CH:12][CH:13]=[CH:14][CH:15]=3)[NH:10][C:9]2=[O:17])=[C:2]([CH3:1])[CH:3]=1)=[O:20], predict the reactants needed to synthesize it. The reactants are: [CH3:1][C:2]1[CH:3]=[C:4]([C:18]([OH:20])=O)[NH:5][C:6]=1[CH:7]=[C:8]1[C:16]2[C:11](=[CH:12][CH:13]=[CH:14][CH:15]=2)[NH:10][C:9]1=[O:17].[NH2:21][CH2:22][CH2:23][CH2:24][CH2:25][CH2:26][OH:27].CCN(CC)CC. (4) Given the product [O:16]=[C:13]1[C:12]2[CH:17]=[CH:18][C:9]([CH2:8][CH2:7][N:1]3[CH2:6][CH2:5][N:4]([CH2:20][CH2:21][C:22]4[CH:29]=[CH:28][C:25]([C:26]#[N:27])=[CH:24][CH:23]=4)[CH2:3][CH2:2]3)=[CH:10][C:11]=2[CH2:15][O:14]1, predict the reactants needed to synthesize it. The reactants are: [N:1]1([CH2:7][CH2:8][C:9]2[CH:18]=[CH:17][C:12]3[C:13](=[O:16])[O:14][CH2:15][C:11]=3[CH:10]=2)[CH2:6][CH2:5][NH:4][CH2:3][CH2:2]1.O=[CH:20][CH2:21][C:22]1[CH:29]=[CH:28][C:25]([C:26]#[N:27])=[CH:24][CH:23]=1.C([BH3-])#N.[Na+].CC(O)=O. (5) Given the product [Cl:1][C:2]1[CH:3]=[CH:4][C:5]([N:8]2[CH2:17][C:16]3[C:12]4=[C:13]([C:21](=[O:25])[N:22]([CH3:24])[CH:23]=[C:11]4[C:10]4[CH:26]=[CH:27][CH:28]=[CH:29][C:9]2=4)[NH:14][C:15]=3[C:18]([N:45]2[CH2:46][CH2:47][N:42]([CH3:41])[CH2:43][CH2:44]2)=[O:19])=[CH:6][CH:7]=1, predict the reactants needed to synthesize it. The reactants are: [Cl:1][C:2]1[CH:7]=[CH:6][C:5]([N:8]2[CH2:17][C:16]3[C:12]4=[C:13]([C:21](=[O:25])[N:22]([CH3:24])[CH:23]=[C:11]4[C:10]4[CH:26]=[CH:27][CH:28]=[CH:29][C:9]2=4)[NH:14][C:15]=3[C:18](O)=[O:19])=[CH:4][CH:3]=1.C(Cl)(=O)C(Cl)=O.CN(C)C=O.[CH3:41][N:42]1[CH2:47][CH2:46][NH:45][CH2:44][CH2:43]1. (6) Given the product [CH3:1][C:2]1[CH:3]=[CH:4][C:5]([CH:6]2[CH:15]([OH:16])[C:14]3[C:9](=[CH:10][CH:11]=[CH:12][CH:13]=3)[O:8][CH2:7]2)=[CH:17][CH:18]=1, predict the reactants needed to synthesize it. The reactants are: [CH3:1][C:2]1[CH:18]=[CH:17][C:5]([C:6]2[C:15](=[O:16])[C:14]3[C:9](=[CH:10][CH:11]=[CH:12][CH:13]=3)[O:8][CH:7]=2)=[CH:4][CH:3]=1.O. (7) Given the product [N+:1]([C:4]1[CH:12]=[C:11]2[C:7]([C:8]([C:13]([NH2:20])=[O:15])=[CH:9][NH:10]2)=[CH:6][CH:5]=1)([O-:3])=[O:2], predict the reactants needed to synthesize it. The reactants are: [N+:1]([C:4]1[CH:12]=[C:11]2[C:7]([C:8]([C:13]([OH:15])=O)=[CH:9][NH:10]2)=[CH:6][CH:5]=1)([O-:3])=[O:2].S(Cl)(Cl)=O.[NH3:20]. (8) Given the product [F:1][C:2]1[C:3]([NH:23][C:24]2[CH:29]=[CH:28][C:27]([CH2:30][CH2:31][O:32][Si:12]([CH:19]([CH3:21])[CH3:20])([CH:16]([CH3:18])[CH3:17])[CH:13]([CH3:15])[CH3:14])=[CH:26][C:25]=2[F:33])=[C:4]([CH:9]([OH:22])[CH2:10][O:11][Si:12]([CH:19]([CH3:21])[CH3:20])([CH:13]([CH3:14])[CH3:15])[CH:16]([CH3:18])[CH3:17])[CH:5]=[CH:6][C:7]=1[F:8], predict the reactants needed to synthesize it. The reactants are: [F:1][C:2]1[C:3]([NH:23][C:24]2[CH:29]=[CH:28][C:27]([CH2:30][CH2:31][OH:32])=[CH:26][C:25]=2[F:33])=[C:4]([CH:9]([OH:22])[CH2:10][O:11][Si:12]([CH:19]([CH3:21])[CH3:20])([CH:16]([CH3:18])[CH3:17])[CH:13]([CH3:15])[CH3:14])[CH:5]=[CH:6][C:7]=1[F:8]. (9) Given the product [Cl:15][CH2:11][C:2]1[CH:3]=[CH:4][C:5]2[C:10](=[CH:9][CH:8]=[CH:7][CH:6]=2)[CH:1]=1, predict the reactants needed to synthesize it. The reactants are: [CH:1]1[C:10]2[C:5](=[CH:6][CH:7]=[CH:8][CH:9]=2)[CH:4]=[CH:3][C:2]=1[CH2:11]O.S(Cl)([Cl:15])=O. (10) Given the product [CH3:5][O:4][N:12]([CH3:13])[C:11]([C:10]1[CH:23]=[CH:24][N:20]=[N:8][CH:9]=1)=[O:18], predict the reactants needed to synthesize it. The reactants are: Cl.CN[O:4][CH3:5].Cl.C[N:8](C)[CH2:9][CH2:10][CH2:11][N:12]=[C:13]=NCC.[OH2:18].O[N:20]1[C:24]2C=CC=C[C:23]=2N=N1.C(N(CC)CC)C.